This data is from Full USPTO retrosynthesis dataset with 1.9M reactions from patents (1976-2016). The task is: Predict the reactants needed to synthesize the given product. Given the product [CH2:1]([N:8]1[CH2:12][CH2:11][CH2:10][CH:9]1[CH2:13][C:15]#[N:16])[C:2]1[CH:7]=[CH:6][CH:5]=[CH:4][CH:3]=1, predict the reactants needed to synthesize it. The reactants are: [CH2:1]([N:8]1[CH2:12][CH2:11][CH2:10][CH:9]1[CH2:13]Cl)[C:2]1[CH:7]=[CH:6][CH:5]=[CH:4][CH:3]=1.[C-:15]#[N:16].[Na+].